From a dataset of Catalyst prediction with 721,799 reactions and 888 catalyst types from USPTO. Predict which catalyst facilitates the given reaction. (1) Reactant: [C:1]1([NH2:8])[CH:6]=[CH:5][CH:4]=[CH:3][C:2]=1[NH2:7].C(=O)([O-])[O-].[K+].[K+].Br[CH:16]([C:18]1[CH:23]=[CH:22][CH:21]=[CH:20][CH:19]=1)[CH3:17].[C:24]([C:26]1[CH:31]=[CH:30][C:29]([N:32]=[C:33]=[O:34])=[CH:28][CH:27]=1)#[N:25]. Product: [C:24]([C:26]1[CH:27]=[CH:28][C:29]([NH:32][C:33]([NH:7][C:2]2[CH:3]=[CH:4][CH:5]=[CH:6][C:1]=2[NH:8][CH:16]([C:18]2[CH:23]=[CH:22][CH:21]=[CH:20][CH:19]=2)[CH3:17])=[O:34])=[CH:30][CH:31]=1)#[N:25]. The catalyst class is: 9. (2) Reactant: [Cl:1][C:2]1[CH:3]=[C:4]([CH:23]=[CH:24][C:25]=1[Cl:26])[CH2:5][N:6]1[C:18](=[O:19])[C:17]2[C:8](=[C:9]([OH:21])[C:10]3[N:11]=[CH:12][CH:13]=[N:14][C:15]=3[C:16]=2[OH:20])[C:7]1=[O:22].[CH3:27][C:28]([CH3:33])([CH3:32])[C:29](O)=[O:30].CN(C(ON1N=NC2C=CC=CC1=2)=[N+](C)C)C.[B-](F)(F)(F)F.C(N(CC)CC)C. Product: [Cl:1][C:2]1[CH:3]=[C:4]([CH:23]=[CH:24][C:25]=1[Cl:26])[CH2:5][N:6]1[C:7](=[O:22])[C:8]2[C:17](=[C:16]([OH:20])[C:15]3[N:14]=[CH:13][CH:12]=[N:11][C:10]=3[C:9]=2[O:21][C:29](=[O:30])[C:28]([CH3:33])([CH3:32])[CH3:27])[C:18]1=[O:19]. The catalyst class is: 35. (3) Product: [NH2:12][C:11]1[C:2]([Br:1])=[CH:3][C:4]([Cl:15])=[C:5]([CH:10]=1)[C:6]([O:8][CH3:9])=[O:7]. The catalyst class is: 5. Reactant: [Br:1][C:2]1[C:11]([N+:12]([O-])=O)=[CH:10][C:5]([C:6]([O:8][CH3:9])=[O:7])=[C:4]([Cl:15])[CH:3]=1.[BH4-].[Na+]. (4) Reactant: [Cl:1][C:2]1[CH:3]=[C:4]([NH:17][C:18]2[C:27]3[C:22](=[CH:23][CH:24]=[C:25]([NH2:28])[CH:26]=3)[N:21]=[CH:20][N:19]=2)[CH:5]=[CH:6][C:7]=1[O:8][CH2:9][C:10]1[CH:15]=[CH:14][CH:13]=[C:12]([F:16])[CH:11]=1.C1C[O:32][CH2:31]C1.[NH2:34][CH:35]1[CH2:39][CH2:38]C[CH:36]1[OH:40]. Product: [Cl:1][C:2]1[CH:3]=[C:4]([NH:17][C:18]2[C:27]3[C:22](=[CH:23][CH:24]=[C:25]([NH:28][C:31]4[O:32][CH:39]5[CH2:38][O:40][CH2:36][CH:35]5[N:34]=4)[CH:26]=3)[N:21]=[CH:20][N:19]=2)[CH:5]=[CH:6][C:7]=1[O:8][CH2:9][C:10]1[CH:15]=[CH:14][CH:13]=[C:12]([F:16])[CH:11]=1. The catalyst class is: 2.